From a dataset of Full USPTO retrosynthesis dataset with 1.9M reactions from patents (1976-2016). Predict the reactants needed to synthesize the given product. (1) Given the product [NH:17]1[C:21]2=[N:22][CH:23]=[CH:24][CH:25]=[C:20]2[C:19]([C:26]2[CH:31]=[CH:30][N:29]=[C:28]([N:1]3[CH2:6][CH2:5][CH:4]([NH2:7])[CH2:3][CH2:2]3)[N:27]=2)=[CH:18]1, predict the reactants needed to synthesize it. The reactants are: [NH:1]1[CH2:6][CH2:5][CH:4]([NH2:7])[CH2:3][CH2:2]1.C1(S([N:17]2[C:21]3=[N:22][CH:23]=[CH:24][CH:25]=[C:20]3[C:19]([C:26]3[CH:31]=[CH:30][N:29]=[C:28](Cl)[N:27]=3)=[CH:18]2)(=O)=O)C=CC=CC=1. (2) Given the product [F:22][C:23]([F:31])([F:30])[C:24]([C:25]1[C:10]([C:12]2[CH:17]=[CH:16][C:15]([S:18]([CH3:21])(=[O:20])=[O:19])=[CH:14][CH:13]=2)=[C:3]2[C:4]3[CH2:9][CH2:8][CH2:7][C:5]=3[S:6][C:2]2=[N:1][C:26]=1[CH3:27])=[O:29], predict the reactants needed to synthesize it. The reactants are: [NH2:1][C:2]1[S:6][C:5]2[CH2:7][CH2:8][CH2:9][C:4]=2[C:3]=1[C:10]([C:12]1[CH:17]=[CH:16][C:15]([S:18]([CH3:21])(=[O:20])=[O:19])=[CH:14][CH:13]=1)=O.[F:22][C:23]([F:31])([F:30])[C:24](=[O:29])[CH2:25][C:26](=O)[CH3:27].